From a dataset of Forward reaction prediction with 1.9M reactions from USPTO patents (1976-2016). Predict the product of the given reaction. (1) Given the reactants Cl[C:2]1[C:11]2[C:6](=[CH:7][C:8]([O:14][CH2:15][CH2:16][CH2:17][N:18]3[CH2:23][CH2:22][N:21]([C:24]([O:26][C:27]([CH3:30])([CH3:29])[CH3:28])=[O:25])[CH2:20][CH2:19]3)=[C:9]([O:12][CH3:13])[CH:10]=2)[N:5]=[CH:4][N:3]=1.[OH:31][C:32]1[CH:33]=[C:34]2[C:38](=[N:39][CH:40]=1)[NH:37][CH:36]=[CH:35]2.C(=O)([O-])[O-].[K+].[K+], predict the reaction product. The product is: [NH:37]1[C:38]2[C:34](=[CH:33][C:32]([O:31][C:2]3[C:11]4[C:6](=[CH:7][C:8]([O:14][CH2:15][CH2:16][CH2:17][N:18]5[CH2:23][CH2:22][N:21]([C:24]([O:26][C:27]([CH3:30])([CH3:29])[CH3:28])=[O:25])[CH2:20][CH2:19]5)=[C:9]([O:12][CH3:13])[CH:10]=4)[N:5]=[CH:4][N:3]=3)=[CH:40][N:39]=2)[CH:35]=[CH:36]1. (2) Given the reactants [CH2:1]([O:8][C:9]1[C:10]([NH:15][C:16]2[S:17][CH:18]=[C:19]([CH2:21][C:22]([OH:24])=O)[N:20]=2)=[N:11][CH:12]=[CH:13][CH:14]=1)[C:2]1[CH:7]=[CH:6][CH:5]=[CH:4][CH:3]=1.C(N(CC)CC)C.C([Cl:37])(=O)OCC.[CH3:38][N:39]1[CH2:44][CH2:43][NH:42][CH2:41][CH2:40]1, predict the reaction product. The product is: [ClH:37].[ClH:37].[CH2:1]([O:8][C:9]1[C:10]([NH:15][C:16]2[S:17][CH:18]=[C:19]([CH2:21][C:22]([N:42]3[CH2:43][CH2:44][N:39]([CH3:38])[CH2:40][CH2:41]3)=[O:24])[N:20]=2)=[N:11][CH:12]=[CH:13][CH:14]=1)[C:2]1[CH:3]=[CH:4][CH:5]=[CH:6][CH:7]=1. (3) Given the reactants [Br:1][C:2]1[CH:3]=[C:4]([CH2:8][C:9]#[N:10])[CH:5]=[N:6][CH:7]=1.Br[CH2:12][CH2:13]Cl.CCOC(C)=O, predict the reaction product. The product is: [Br:1][C:2]1[CH:3]=[C:4]([C:8]2([C:9]#[N:10])[CH2:13][CH2:12]2)[CH:5]=[N:6][CH:7]=1. (4) Given the reactants [C:1]([O:5][C:6]([N:8]1[CH2:13][CH2:12][N:11]([C:14]2[C:15]([C:29]3[CH:34]=[C:33]([Cl:35])[C:32]([O:36][CH2:37][C:38]4[CH:43]=[CH:42][CH:41]=[CH:40][CH:39]=4)=[CH:31][C:30]=3[O:44][CH2:45][C:46]3[CH:51]=[CH:50][CH:49]=[CH:48][CH:47]=3)=[N:16][N:17]([S:19]([C:22]3[CH:27]=[CH:26][C:25]([CH3:28])=[CH:24][CH:23]=3)(=[O:21])=[O:20])[CH:18]=2)[CH2:10][CH2:9]1)=[O:7])([CH3:4])([CH3:3])[CH3:2].[CH3:52]I, predict the reaction product. The product is: [C:1]([O:5][C:6]([N:8]1[CH2:9][CH2:10][N:11]([C:14]2[C:15]([C:29]3[CH:34]=[C:33]([Cl:35])[C:32]([O:36][CH2:37][C:38]4[CH:39]=[CH:40][CH:41]=[CH:42][CH:43]=4)=[CH:31][C:30]=3[O:44][CH2:45][C:46]3[CH:51]=[CH:50][CH:49]=[CH:48][CH:47]=3)=[N:16][N:17]([S:19]([C:22]3[CH:23]=[CH:24][C:25]([CH3:28])=[CH:26][CH:27]=3)(=[O:20])=[O:21])[C:18]=2[CH3:52])[CH2:12][CH2:13]1)=[O:7])([CH3:4])([CH3:2])[CH3:3]. (5) Given the reactants [CH3:1][C:2]1[N:10]=[C:9]([C:11]([F:14])([F:13])[F:12])[CH:8]=[CH:7][C:3]=1[C:4]([OH:6])=O.Cl.CN(C)CCCN=C=NCC.ON1C2N=CC=CC=2N=N1.[NH2:37][C:38]1[CH:39]=[CH:40][C:41]([Cl:48])=[C:42]([CH:47]=1)[C:43]([O:45][CH3:46])=[O:44], predict the reaction product. The product is: [CH3:46][O:45][C:43](=[O:44])[C:42]1[CH:47]=[C:38]([NH:37][C:4]([C:3]2[C:2]([CH3:1])=[N:10][C:9]([C:11]([F:14])([F:13])[F:12])=[CH:8][CH:7]=2)=[O:6])[CH:39]=[CH:40][C:41]=1[Cl:48]. (6) Given the reactants [Br:1][C:2]1[CH:3]=[CH:4][C:5]([C:9]([CH3:12])([CH3:11])[CH3:10])=[C:6]([OH:8])[CH:7]=1.[CH3:13][O:14][CH2:15][CH2:16][CH2:17]Br.C(=O)([O-])[O-].[Cs+].[Cs+], predict the reaction product. The product is: [C:9]([C:5]1[CH:4]=[CH:3][C:2]([Br:1])=[CH:7][C:6]=1[O:8][CH2:17][CH2:16][CH2:15][O:14][CH3:13])([CH3:12])([CH3:11])[CH3:10]. (7) Given the reactants [F:1][C:2]1[CH:7]=[CH:6][C:5]([N:8]2[CH:12]=[CH:11][N:10]=[CH:9]2)=[CH:4][CH:3]=1.[Br:13][CH2:14][CH2:15][CH3:16], predict the reaction product. The product is: [Br-:13].[F:1][C:2]1[CH:3]=[CH:4][C:5]([N+:8]2[CH:12]=[CH:11][N:10]([CH2:14][CH2:15][CH3:16])[CH:9]=2)=[CH:6][CH:7]=1. (8) Given the reactants [C:1]([C:5]1[O:9][N:8]=[C:7]([NH:10][C:11]2[CH:16]=[CH:15][N:14]=[C:13](Cl)[N:12]=2)[CH:6]=1)([CH3:4])([CH3:3])[CH3:2].[NH2:18][C:19]1[CH:20]=[C:21]([S:25]([NH2:28])(=[O:27])=[O:26])[CH:22]=[CH:23][CH:24]=1.CC(O)C, predict the reaction product. The product is: [C:1]([C:5]1[O:9][N:8]=[C:7]([NH:10][C:11]2[CH:16]=[CH:15][N:14]=[C:13]([NH:18][C:19]3[CH:20]=[C:21]([S:25]([NH2:28])(=[O:26])=[O:27])[CH:22]=[CH:23][CH:24]=3)[N:12]=2)[CH:6]=1)([CH3:4])([CH3:3])[CH3:2]. (9) The product is: [Br:12][C:13]1[C:14]([N:20]([CH:29]2[CH2:33][CH2:32][CH:31]([CH3:34])[CH2:30]2)[NH:21][C:22]([O:24][C:25]([CH3:28])([CH3:27])[CH3:26])=[O:23])=[N:15][C:16]([C:5]#[N:6])=[N:17][CH:18]=1. Given the reactants [C-]#N.[K+].C1N2CC[N:6](CC2)[CH2:5]1.[Br:12][C:13]1[C:14]([N:20]([CH:29]2[CH2:33][CH2:32][CH:31]([CH3:34])[CH2:30]2)[NH:21][C:22]([O:24][C:25]([CH3:28])([CH3:27])[CH3:26])=[O:23])=[N:15][C:16](Cl)=[N:17][CH:18]=1, predict the reaction product. (10) Given the reactants [CH:1](=[O:7])[CH2:2][CH2:3][CH2:4][CH2:5][CH3:6].[CH:8](=[O:12])[CH:9]([CH3:11])[CH3:10].N1CCC[C@H]1C(O)=O, predict the reaction product. The product is: [OH:12][C@H:8]([C@H:2]([CH2:3][CH2:4][CH2:5][CH3:6])[CH:1]=[O:7])[CH:9]([CH3:11])[CH3:10].